The task is: Predict the product of the given reaction.. This data is from Forward reaction prediction with 1.9M reactions from USPTO patents (1976-2016). (1) The product is: [C:11]([O:10][C:9]([N:8]([C:16]1[C:21]([C:22]2[N:38]=[N:37][N:36]([C:39]3[CH:45]=[CH:44][C:42]([NH2:43])=[CH:41][CH:40]=3)[CH:23]=2)=[N:20][C:19]([N:24]2[CH2:29][CH2:28][N:27]([S:30]([CH2:33][CH3:34])(=[O:31])=[O:32])[CH2:26][CH2:25]2)=[CH:18][N:17]=1)[C:6](=[O:7])[O:5][C:1]([CH3:2])([CH3:3])[CH3:4])=[O:15])([CH3:12])([CH3:14])[CH3:13]. Given the reactants [C:1]([O:5][C:6]([N:8]([C:16]1[C:21]([C:22]#[CH:23])=[N:20][C:19]([N:24]2[CH2:29][CH2:28][N:27]([S:30]([CH2:33][CH3:34])(=[O:32])=[O:31])[CH2:26][CH2:25]2)=[CH:18][N:17]=1)[C:9](=[O:15])[O:10][C:11]([CH3:14])([CH3:13])[CH3:12])=[O:7])([CH3:4])([CH3:3])[CH3:2].Cl.[N:36]([C:39]1[CH:45]=[CH:44][C:42]([NH2:43])=[CH:41][CH:40]=1)=[N+:37]=[N-:38].O=C1O[C@H]([C@H](CO)O)C([O-])=C1O.[Na+].CCN(C(C)C)C(C)C, predict the reaction product. (2) Given the reactants FC(F)(F)S([O:6][CH2:7][Si:8]([CH3:11])([CH3:10])[CH3:9])(=O)=O.[CH2:14](O)[CH2:15][OH:16], predict the reaction product. The product is: [CH3:9][Si:8]([CH2:7][O:6][CH2:14][CH2:15][OH:16])([CH3:11])[CH3:10]. (3) Given the reactants [OH:1][CH2:2][C@H:3]([NH:10][C:11](=[O:16])[CH2:12][CH2:13][CH:14]=[CH2:15])[C:4]1[CH:9]=[CH:8][CH:7]=[CH:6][CH:5]=1.[Si:17]([O:24][C@H:25]([CH2:29][CH:30]=[CH2:31])[C:26](O)=[O:27])([C:20]([CH3:23])([CH3:22])[CH3:21])([CH3:19])[CH3:18], predict the reaction product. The product is: [Si:17]([O:24][C@H:25]([CH2:29][CH:30]=[CH2:31])[C:26]([O:1][CH2:2][C@H:3]([NH:10][C:11](=[O:16])[CH2:12][CH2:13][CH:14]=[CH2:15])[C:4]1[CH:9]=[CH:8][CH:7]=[CH:6][CH:5]=1)=[O:27])([C:20]([CH3:23])([CH3:22])[CH3:21])([CH3:18])[CH3:19]. (4) Given the reactants C(OC([N:8]1[C:16]2[C:11](=[CH:12][CH:13]=[CH:14][CH:15]=2)[CH:10]=[C:9]1[C:17]1[N:22]=[C:21]([NH:23][C:24]2[CH:32]=[CH:31][C:27]([C:28]([OH:30])=O)=[CH:26][C:25]=2[O:33][CH3:34])[CH:20]=[N:19][CH:18]=1)=O)(C)(C)C.[CH2:35]([N:37]1[CH2:41][CH:40]([NH2:42])[CH2:39][N:38]1[CH2:43][CH3:44])[CH3:36].CN(C(ON1N=NC2C=CC=CC1=2)=[N+](C)C)C.[B-](F)(F)(F)F, predict the reaction product. The product is: [CH2:35]([N:37]1[CH2:41][CH:40]([NH:42][C:28](=[O:30])[C:27]2[CH:31]=[CH:32][C:24]([NH:23][C:21]3[CH:20]=[N:19][CH:18]=[C:17]([C:9]4[NH:8][C:16]5[C:11]([CH:10]=4)=[CH:12][CH:13]=[CH:14][CH:15]=5)[N:22]=3)=[C:25]([O:33][CH3:34])[CH:26]=2)[CH2:39][N:38]1[CH2:43][CH3:44])[CH3:36]. (5) Given the reactants Cl[C:2]1[CH:7]=[C:6]([O:8][CH3:9])[C:5]([N+:10]([O-:12])=[O:11])=[CH:4][C:3]=1[O:13][CH3:14].[CH:15]([N:18]1[CH2:23][CH2:22][NH:21][CH2:20][CH2:19]1)([CH3:17])[CH3:16].C(=O)([O-])[O-].[Cs+].[Cs+].CC1(C)C2C(=C(P(C3C=CC=CC=3)C3C=CC=CC=3)C=CC=2)OC2C(P(C3C=CC=CC=3)C3C=CC=CC=3)=CC=CC1=2, predict the reaction product. The product is: [CH3:14][O:13][C:3]1[CH:4]=[C:5]([N+:10]([O-:12])=[O:11])[C:6]([O:8][CH3:9])=[CH:7][C:2]=1[N:21]1[CH2:22][CH2:23][N:18]([CH:15]([CH3:17])[CH3:16])[CH2:19][CH2:20]1. (6) Given the reactants [CH:1](=O)[CH:2]([CH3:4])[CH3:3].[NH2:6][C:7]1[N:15]=[C:14]([C:16]([F:19])([F:18])[F:17])[CH:13]=[CH:12][C:8]=1[C:9]([O-:11])=[O:10].[C:20](O)(=O)[CH3:21].C(O[BH-](OC(=O)C)OC(=O)C)(=O)C.[Na+], predict the reaction product. The product is: [CH2:1]([NH:6][C:7]1[N:15]=[C:14]([C:16]([F:19])([F:17])[F:18])[CH:13]=[CH:12][C:8]=1[C:9]([O:11][CH2:20][CH3:21])=[O:10])[CH:2]([CH3:4])[CH3:3].